Dataset: Full USPTO retrosynthesis dataset with 1.9M reactions from patents (1976-2016). Task: Predict the reactants needed to synthesize the given product. Given the product [Cl:23][C:10]1[CH:9]=[CH:8][CH:7]=[CH:12][C:11]=1[CH2:13][N:14]1[CH2:15][CH2:16][C:17]2[S:21][C:20]([Si:24]([CH2:29][CH3:30])([CH2:27][CH3:28])[CH2:25][CH3:26])=[CH:19][C:18]=2[CH2:22]1, predict the reactants needed to synthesize it. The reactants are: CC([O-])(C)C.[K+].[CH:7]1[CH:8]=[CH:9][C:10]([Cl:23])=[C:11]([CH2:13][N:14]2[CH2:22][C:18]3[CH:19]=[CH:20][S:21][C:17]=3[CH2:16][CH2:15]2)[CH:12]=1.[SiH:24]([CH2:29][CH3:30])([CH2:27][CH3:28])[CH2:25][CH3:26].